This data is from Full USPTO retrosynthesis dataset with 1.9M reactions from patents (1976-2016). The task is: Predict the reactants needed to synthesize the given product. Given the product [CH2:50]([N:52]1[CH2:57][CH2:56][N:55]([CH2:33][C:32]2[CH:35]=[CH:36][C:37]([F:38])=[C:30]([N:27]3[C:17]4[N:18]=[C:19]([N:21]5[CH2:26][CH2:25][O:24][CH2:23][CH2:22]5)[N:20]=[C:15]([C:12]5[CH:13]=[N:14][C:9]([N:8]([CH2:39][C:40]6[CH:45]=[CH:44][C:43]([O:46][CH3:47])=[CH:42][CH:41]=6)[CH2:7][C:6]6[CH:5]=[CH:4][C:3]([O:2][CH3:1])=[CH:49][CH:48]=6)=[N:10][CH:11]=5)[C:16]=4[CH2:29][CH2:28]3)[CH:31]=2)[CH2:54][CH2:53]1)[CH3:51], predict the reactants needed to synthesize it. The reactants are: [CH3:1][O:2][C:3]1[CH:49]=[CH:48][C:6]([CH2:7][N:8]([CH2:39][C:40]2[CH:45]=[CH:44][C:43]([O:46][CH3:47])=[CH:42][CH:41]=2)[C:9]2[N:14]=[CH:13][C:12]([C:15]3[C:16]4[CH2:29][CH2:28][N:27]([C:30]5[CH:31]=[C:32]([CH:35]=[CH:36][C:37]=5[F:38])[CH:33]=O)[C:17]=4[N:18]=[C:19]([N:21]4[CH2:26][CH2:25][O:24][CH2:23][CH2:22]4)[N:20]=3)=[CH:11][N:10]=2)=[CH:5][CH:4]=1.[CH2:50]([N:52]1[CH2:57][CH2:56][NH:55][CH2:54][CH2:53]1)[CH3:51].